From a dataset of Full USPTO retrosynthesis dataset with 1.9M reactions from patents (1976-2016). Predict the reactants needed to synthesize the given product. (1) Given the product [CH3:9][O:8][C:7]1[CH:10]=[CH:11][C:3]([CH:2]=[O:1])=[CH:4][C:5]=1[O:6][CH2:18][O:19][CH3:20], predict the reactants needed to synthesize it. The reactants are: [O:1]=[CH:2][C:3]1[CH:11]=[CH:10][C:7]([O:8][CH3:9])=[C:5]([OH:6])[CH:4]=1.C(=O)([O-])[O-].[K+].[K+].[CH3:18][O:19][CH2:20]Cl.O. (2) The reactants are: [C:1]([Cl:6])(=O)[C:2](Cl)=O.Cl[C:8]1[C:16]([CH3:17])=[CH:15][CH:14]=[CH:13][C:9]=1[C:10](O)=O.Cl[C:19]1[CH:27]=[C:23]([C:24](O)=[O:25])[C:22]([NH2:28])=CC=1.[Cl:29][C:30]1[CH:36]=[CH:35][C:33]([NH2:34])=[CH:32][C:31]=1[F:37].[Cl:38]CCl. Given the product [Cl:6][C:1]1[CH:2]=[C:22]2[C:23]([C:24](=[O:25])[N:34]([C:33]3[CH:35]=[CH:36][C:30]([Cl:29])=[C:31]([F:37])[CH:32]=3)[C:10]([C:9]3[CH:8]=[C:16]([CH3:17])[CH:15]=[CH:14][C:13]=3[Cl:38])=[N:28]2)=[CH:27][CH:19]=1, predict the reactants needed to synthesize it. (3) Given the product [CH3:24][C:23]1[CH:25]=[CH:26][C:20]([S:17]([O:10][CH2:9][C@:2]2([F:1])[CH2:7][C@H:6]3[O:8][C@@H:3]2[CH2:4][CH2:5]3)(=[O:19])=[O:18])=[CH:21][CH:22]=1, predict the reactants needed to synthesize it. The reactants are: [F:1][C:2]1([CH2:9][OH:10])[CH2:7][CH:6]2[O:8][CH:3]1[CH2:4][CH2:5]2.N1C=CC=CC=1.[S:17](Cl)([C:20]1[CH:26]=[CH:25][C:23]([CH3:24])=[CH:22][CH:21]=1)(=[O:19])=[O:18]. (4) Given the product [C:3]([C:7]1[CH:11]=[C:10]([C:12]([OH:14])=[O:13])[N:9]([CH:17]([CH3:19])[CH3:18])[N:8]=1)([CH3:6])([CH3:4])[CH3:5], predict the reactants needed to synthesize it. The reactants are: [Li+].[OH-].[C:3]([C:7]1[CH:11]=[C:10]([C:12]([O:14]CC)=[O:13])[N:9]([CH:17]([CH3:19])[CH3:18])[N:8]=1)([CH3:6])([CH3:5])[CH3:4]. (5) Given the product [NH:1]1[C:5]2[CH:6]=[CH:7][C:8]([C:10]([N:25]3[CH2:26][CH2:27][CH2:28][C@@H:29]4[C:30]5[CH:31]=[C:19]([C:17]6[CH:16]=[N:15][N:14]([CH3:13])[CH:18]=6)[CH:20]=[CH:21][C:22]=5[CH2:23][C@H:24]34)=[O:12])=[CH:9][C:4]=2[N:3]=[CH:2]1, predict the reactants needed to synthesize it. The reactants are: [NH:1]1[C:5]2[CH:6]=[CH:7][C:8]([C:10]([OH:12])=O)=[CH:9][C:4]=2[N:3]=[CH:2]1.[CH3:13][N:14]1[CH:18]=[C:17]([C:19]2[CH:20]=[CH:21][C:22]3[CH2:23][C@H:24]4[C@@H:29]([C:30]=3[CH:31]=2)[CH2:28][CH2:27][CH2:26][NH:25]4)[CH:16]=[N:15]1. (6) Given the product [N+:54]([C:49]1[CH:50]=[N:51][CH:52]=[CH:53][C:48]=1[NH:57][C:58]1[CH:63]=[CH:62][CH:61]=[CH:60][N:59]=1)([O-:56])=[O:55], predict the reactants needed to synthesize it. The reactants are: C1C=CC(P(C2C(C3C(P(C4C=CC=CC=4)C4C=CC=CC=4)=CC=C4C=3C=CC=C4)=C3C(C=CC=C3)=CC=2)C2C=CC=CC=2)=CC=1.Cl[C:48]1[CH:53]=[CH:52][N:51]=[CH:50][C:49]=1[N+:54]([O-:56])=[O:55].[NH2:57][C:58]1[CH:63]=[CH:62][CH:61]=[CH:60][N:59]=1.C([O-])([O-])=O.[K+].[K+]. (7) The reactants are: [CH:1]1([C:4]([N:6]2[CH2:10][CH2:9][C@@H:8]([CH2:11][NH:12][C:13](=[O:22])[CH:14]([C:16]3([CH3:21])OCC[O:17]3)[CH3:15])[CH2:7]2)=[O:5])[CH2:3][CH2:2]1.C1(C)C=CC(S(O)(=O)=O)=CC=1. Given the product [CH:1]1([C:4]([N:6]2[CH2:10][CH2:9][C@@H:8]([CH2:11][NH:12][C:13](=[O:22])[CH:14]([CH3:15])[C:16](=[O:17])[CH3:21])[CH2:7]2)=[O:5])[CH2:3][CH2:2]1, predict the reactants needed to synthesize it. (8) Given the product [CH3:72][O:71][C:56]1[C:57]([CH2:59][CH2:60][C:61]2[CH:66]=[CH:65][CH:64]=[CH:63][C:62]=2[CH2:67][C:68]([NH2:7])=[O:70])=[N:58][C:53]([NH:52][C:49]2[CH:50]=[CH:51][C:46]([CH:43]3[CH2:42][CH2:41][NH:40][CH2:45][CH2:44]3)=[CH:47][CH:48]=2)=[N:54][CH:55]=1, predict the reactants needed to synthesize it. The reactants are: C1C=CC2N(O)N=[N:7]C=2C=1.CCN=C=NCCCN(C)C.Cl.Cl.CCN(C(C)C)C(C)C.C(OC([N:40]1[CH2:45][CH2:44][CH:43]([C:46]2[CH:51]=[CH:50][C:49]([NH:52][C:53]3[N:58]=[C:57]([CH2:59][CH2:60][C:61]4[CH:66]=[CH:65][CH:64]=[CH:63][C:62]=4[CH2:67][C:68]([OH:70])=O)[C:56]([O:71][CH3:72])=[CH:55][N:54]=3)=[CH:48][CH:47]=2)[CH2:42][CH2:41]1)=O)(C)(C)C.C(=O)([O-])[O-].[NH4+].[NH4+]. (9) Given the product [Cl:1][C:2]1[C:11]2[C:6](=[CH:7][C:8]([O:14][CH2:24][CH2:23][N:21]3[CH2:22][C@H:18]4[O:17][CH2:16][O:15][C@H:19]4[CH2:20]3)=[C:9]([O:12][CH3:13])[CH:10]=2)[N:5]=[CH:4][N:3]=1, predict the reactants needed to synthesize it. The reactants are: [Cl:1][C:2]1[C:11]2[C:6](=[CH:7][C:8]([OH:14])=[C:9]([O:12][CH3:13])[CH:10]=2)[N:5]=[CH:4][N:3]=1.[O:15]1[C@H:19]2[CH2:20][N:21]([CH2:23][CH2:24]O)[CH2:22][C@H:18]2[O:17][CH2:16]1.C1(P(C2C=CC=CC=2)C2C=CC=CC=2)C=CC=CC=1.N(C(OC(C)C)=O)=NC(OC(C)C)=O. (10) Given the product [C:30]1([C:28]#[C:29][C:22]2[CH:23]=[CH:24][C:19](=[O:18])[NH:20][N:21]=2)[CH:35]=[CH:34][CH:33]=[CH:32][CH:31]=1, predict the reactants needed to synthesize it. The reactants are: C[Si](C([Si](C)(C)C)C(N)=O)(C)C.FC(F)(F)S([O:18][C:19]1[CH:24]=[CH:23][C:22](=O)[NH:21][N:20]=1)(=O)=O.[C:28]([C:30]1[CH:35]=[CH:34][CH:33]=[CH:32][CH:31]=1)#[CH:29].C(N(CC)CC)C.